From a dataset of Reaction yield outcomes from USPTO patents with 853,638 reactions. Predict the reaction yield, written as a fraction of the theoretical maximum amount of product (1.0 means a 100% yield; for example, 0.34 means a 34% yield). (1) The reactants are [NH2:1][C:2]1[CH:7]=[CH:6][C:5]([N+:8]([O-:10])=[O:9])=[CH:4][C:3]=1[OH:11].[BH4-].[Na+].C(=O)([O-])[O-].[K+].[K+].CCOC(C)=O.[F:26][C:27]([F:32])([F:31])[C:28](O)=O. The catalyst is O. The product is [F:26][C:27]([F:32])([F:31])[CH2:28][NH:1][C:2]1[CH:7]=[CH:6][C:5]([N+:8]([O-:10])=[O:9])=[CH:4][C:3]=1[OH:11]. The yield is 0.830. (2) The reactants are Cl[C:2]1[CH:3]=[CH:4][C:5]2[NH:11][C:10](=[O:12])[CH2:9][CH2:8][NH:7][C:6]=2[N:13]=1.[Cl:14][C:15]1[CH:16]=[C:17](B(O)O)[CH:18]=[CH:19][CH:20]=1.C(=O)([O-])[O-].[Cs+].[Cs+]. The catalyst is COCCOC.O.C(Cl)Cl.C1C=CC([P]([Pd]([P](C2C=CC=CC=2)(C2C=CC=CC=2)C2C=CC=CC=2)([P](C2C=CC=CC=2)(C2C=CC=CC=2)C2C=CC=CC=2)[P](C2C=CC=CC=2)(C2C=CC=CC=2)C2C=CC=CC=2)(C2C=CC=CC=2)C2C=CC=CC=2)=CC=1. The product is [Cl:14][C:15]1[CH:20]=[C:19]([C:2]2[CH:3]=[CH:4][C:5]3[NH:11][C:10](=[O:12])[CH2:9][CH2:8][NH:7][C:6]=3[N:13]=2)[CH:18]=[CH:17][CH:16]=1. The yield is 0.620.